This data is from Full USPTO retrosynthesis dataset with 1.9M reactions from patents (1976-2016). The task is: Predict the reactants needed to synthesize the given product. (1) Given the product [CH2:3]([O:10][C:11]1[CH:16]=[CH:15][C:14]([CH2:17][CH2:18][C:19]([NH2:21])=[O:20])=[C:13]([O:22][CH3:27])[C:12]=1[O:24][CH3:23])[C:4]1[CH:5]=[CH:6][CH:7]=[CH:8][CH:9]=1, predict the reactants needed to synthesize it. The reactants are: [H-].[Na+].[CH2:3]([O:10][C:11]1[CH:16]=[CH:15][C:14]([CH2:17][CH2:18][C:19]([NH2:21])=[O:20])=[C:13]([OH:22])[CH:12]=1)[C:4]1[CH:9]=[CH:8][CH:7]=[CH:6][CH:5]=1.[CH3:23][O:24]CCl.[CH3:27]N(C)C=O. (2) Given the product [F:12][C:7]([F:13])([C:3]1[C:2]([C:15]([F:20])([F:19])[CH:16]([F:18])[F:17])=[CH:6][NH:5][N:4]=1)[C:8]([F:11])([F:10])[F:9], predict the reactants needed to synthesize it. The reactants are: I[C:2]1[C:3]([C:7]([F:13])([F:12])[C:8]([F:11])([F:10])[F:9])=[N:4][NH:5][CH:6]=1.I[C:15]([F:20])([F:19])[CH:16]([F:18])[F:17]. (3) The reactants are: Cl[C:2]1[N:11]=[C:10]2[C:5]([C:6](=[O:21])[C:7]([C:16]([O:18]CC)=[O:17])=[CH:8][N:9]2CCC#N)=[CH:4][C:3]=1[F:22].C(OC([NH:30][C@H:31]1[CH2:35][CH2:34][NH:33][CH2:32]1)=O)(C)(C)C. Given the product [NH2:30][C@H:31]1[CH2:35][CH2:34][N:33]([C:2]2[N:11]=[C:10]3[C:5]([C:6](=[O:21])[C:7]([C:16]([OH:18])=[O:17])=[CH:8][NH:9]3)=[CH:4][C:3]=2[F:22])[CH2:32]1, predict the reactants needed to synthesize it. (4) Given the product [CH2:1]([N:8]1[CH2:13][CH2:12][CH:11]([C:14]2[CH:15]=[CH:16][C:17]([O:20][CH3:21])=[CH:18][CH:19]=2)[CH:10]([O:22][CH2:24][C:25]2[CH:34]=[CH:33][C:32]3[C:27](=[CH:28][CH:29]=[CH:30][CH:31]=3)[CH:26]=2)[CH2:9]1)[C:2]1[CH:3]=[CH:4][CH:5]=[CH:6][CH:7]=1, predict the reactants needed to synthesize it. The reactants are: [CH2:1]([N:8]1[CH2:13][CH2:12][CH:11]([C:14]2[CH:19]=[CH:18][C:17]([O:20][CH3:21])=[CH:16][CH:15]=2)[CH:10]([OH:22])[CH2:9]1)[C:2]1[CH:7]=[CH:6][CH:5]=[CH:4][CH:3]=1.Br[CH2:24][C:25]1[CH:34]=[CH:33][C:32]2[C:27](=[CH:28][CH:29]=[CH:30][CH:31]=2)[CH:26]=1.